This data is from Full USPTO retrosynthesis dataset with 1.9M reactions from patents (1976-2016). The task is: Predict the reactants needed to synthesize the given product. (1) Given the product [CH2:20]([C:19]([C:28]1[C:29]2[C:34](=[C:33]([NH:35][S:36]([CH3:39])(=[O:37])=[O:38])[CH:32]=[CH:31][CH:30]=2)[NH:26][CH:27]=1)([C:12]1[C:13]2[C:18](=[CH:17][CH:16]=[CH:15][CH:14]=2)[NH:10][CH:11]=1)[CH2:22][CH3:23])[CH3:21], predict the reactants needed to synthesize it. The reactants are: C1(C)C=CC(S([N:10]2[C:18]3[C:13](=[CH:14][CH:15]=[CH:16][CH:17]=3)[C:12]([C:19](O)([CH2:22][CH3:23])[CH2:20][CH3:21])=[CH:11]2)(=O)=O)=CC=1.[NH:26]1[C:34]2[C:29](=[CH:30][CH:31]=[CH:32][C:33]=2[NH:35][S:36]([CH3:39])(=[O:38])=[O:37])[CH:28]=[CH:27]1.C(=O)([O-])[O-].[K+].[K+]. (2) Given the product [O:1]1[CH2:5][CH2:4][CH:3]([N:6]2[CH:10]=[C:9]([C:21]3[CH:22]=[N:23][C:24]([NH2:27])=[N:25][CH:26]=3)[CH:8]=[N:7]2)[CH2:2]1, predict the reactants needed to synthesize it. The reactants are: [O:1]1[CH2:5][CH2:4][CH:3]([N:6]2[CH:10]=[C:9](B3OC(C)(C)C(C)(C)O3)[CH:8]=[N:7]2)[CH2:2]1.Br[C:21]1[CH:22]=[N:23][C:24]([NH2:27])=[N:25][CH:26]=1.C(=O)([O-])[O-].[K+].[K+].ClCCl. (3) The reactants are: [Br:1][C:2]1[CH:7]=[CH:6][C:5]([CH2:8][C:9]([OH:11])=O)=[CH:4][CH:3]=1.C(Cl)(=O)C(Cl)=O.C(N(CC)CC)C.[NH2:25][C:26]1[CH:31]=[CH:30][CH:29]=[CH:28][CH:27]=1. Given the product [C:26]1([NH:25][C:9](=[O:11])[CH2:8][C:5]2[CH:4]=[CH:3][C:2]([Br:1])=[CH:7][CH:6]=2)[CH:31]=[CH:30][CH:29]=[CH:28][CH:27]=1, predict the reactants needed to synthesize it. (4) The reactants are: [C:1]([C:3]1[CH:4]=[C:5]([NH:9][C:10](=[O:33])[NH:11][C:12]2[CH:17]=[CH:16][C:15]([S:18]([NH:21][CH2:22][C:23]3[CH:28]=[CH:27][C:26]([S:29](=[O:32])(=[O:31])[NH2:30])=[CH:25][CH:24]=3)(=[O:20])=[O:19])=[CH:14][CH:13]=2)[CH:6]=[CH:7][CH:8]=1)#[N:2].[CH:34]([N:37]1[CH2:42][CH2:41][NH:40][CH2:39][CH2:38]1)([CH3:36])[CH3:35]. Given the product [NH:2]=[C:1]([N:40]1[CH2:41][CH2:42][N:37]([CH:34]([CH3:36])[CH3:35])[CH2:38][CH2:39]1)[C:3]1[CH:4]=[C:5]([NH:9][C:10](=[O:33])[NH:11][C:12]2[CH:17]=[CH:16][C:15]([S:18]([NH:21][CH2:22][C:23]3[CH:28]=[CH:27][C:26]([S:29](=[O:32])(=[O:31])[NH2:30])=[CH:25][CH:24]=3)(=[O:20])=[O:19])=[CH:14][CH:13]=2)[CH:6]=[CH:7][CH:8]=1, predict the reactants needed to synthesize it. (5) Given the product [Cl:36][C:37]1[CH:38]=[CH:39][C:40]([C:43]2[S:44][C:45]([CH2:49][NH:19][CH:20]3[CH2:25][CH2:24][CH2:23][N:22]([C:26]4[CH:27]=[C:28]([CH:33]=[CH:34][CH:35]=4)[C:29]([O:31][CH3:32])=[O:30])[CH2:21]3)=[C:46]([CH3:48])[N:47]=2)=[CH:41][CH:42]=1, predict the reactants needed to synthesize it. The reactants are: C(O)(=O)C.C(O[BH-](OC(=O)C)OC(=O)C)(=O)C.[Na+].[NH2:19][CH:20]1[CH2:25][CH2:24][CH2:23][N:22]([C:26]2[CH:27]=[C:28]([CH:33]=[CH:34][CH:35]=2)[C:29]([O:31][CH3:32])=[O:30])[CH2:21]1.[Cl:36][C:37]1[CH:42]=[CH:41][C:40]([C:43]2[S:44][C:45]([CH:49]=O)=[C:46]([CH3:48])[N:47]=2)=[CH:39][CH:38]=1.C(=O)(O)[O-].[Na+]. (6) Given the product [Cl:10][C:11]1[N:12]=[C:13]([N:6]2[CH2:7][CH2:8][CH2:9][C@@H:4]([NH:3][C:30](=[O:32])[CH3:31])[CH2:5]2)[C:14]2[CH2:19][CH2:18][CH2:17][C:15]=2[N:16]=1, predict the reactants needed to synthesize it. The reactants are: Cl.Cl.[NH2:3][C@@H:4]1[CH2:9][CH2:8][CH2:7][NH:6][CH2:5]1.[Cl:10][C:11]1[N:12]=[C:13](Cl)[C:14]2[CH2:19][CH2:18][CH2:17][C:15]=2[N:16]=1.C(N(C(C)C)CC)(C)C.[C:30](Cl)(=[O:32])[CH3:31]. (7) Given the product [F:33][CH:27]([F:26])[C:28]1[C:17]([C:45]([O:44][CH2:40][CH3:42])=[O:37])=[C:16]([CH:23]([F:25])[F:24])[NH:15][N:14]=1, predict the reactants needed to synthesize it. The reactants are: C1(C(=[N:14][N:15]=[C:16]([CH:23]([F:25])[F:24])[CH2:17]C(OCC)=O)C2C=CC=CC=2)C=CC=CC=1.[F:26][CH:27]([F:33])[C:28](OCC)=O.CC(C)([O-:37])C.[K+].[C:40]([O:44][CH3:45])(C)([CH3:42])C. (8) The reactants are: [C:1]([C:5]1[CH:9]=[C:8]([NH2:10])[N:7]([C:11]2[CH:16]=[CH:15][C:14]([C:17]([F:20])([F:19])[F:18])=[CH:13][CH:12]=2)[N:6]=1)([CH3:4])([CH3:3])[CH3:2].Cl[C:22]([O:24][C:25]1[CH:30]=[CH:29][CH:28]=[CH:27][CH:26]=1)=[O:23]. Given the product [C:1]([C:5]1[CH:9]=[C:8]([NH:10][C:22](=[O:23])[O:24][C:25]2[CH:30]=[CH:29][CH:28]=[CH:27][CH:26]=2)[N:7]([C:11]2[CH:16]=[CH:15][C:14]([C:17]([F:19])([F:20])[F:18])=[CH:13][CH:12]=2)[N:6]=1)([CH3:4])([CH3:2])[CH3:3], predict the reactants needed to synthesize it.